From a dataset of Forward reaction prediction with 1.9M reactions from USPTO patents (1976-2016). Predict the product of the given reaction. Given the reactants O=[C:2]1[C:6]2[NH:7][C:8]([C:10]([O:12][CH2:13][CH3:14])=[O:11])=[CH:9][C:5]=2[CH2:4][CH2:3]1.[Cl:15][C:16]1[CH:21]=[CH:20][C:19]([Mg]Br)=[CH:18][CH:17]=1, predict the reaction product. The product is: [Cl:15][C:16]1[CH:21]=[CH:20][C:19]([CH:2]2[C:6]3[NH:7][C:8]([C:10]([O:12][CH2:13][CH3:14])=[O:11])=[CH:9][C:5]=3[CH2:4][CH2:3]2)=[CH:18][CH:17]=1.